Task: Binary Classification. Given a T-cell receptor sequence (or CDR3 region) and an epitope sequence, predict whether binding occurs between them.. Dataset: TCR-epitope binding with 47,182 pairs between 192 epitopes and 23,139 TCRs (1) The epitope is FTYASALWEI. The TCR CDR3 sequence is CASSLAPGQGNYGYTF. Result: 0 (the TCR does not bind to the epitope). (2) The epitope is GLCTLVAML. The TCR CDR3 sequence is CASSLAGAGLPEAFF. Result: 1 (the TCR binds to the epitope). (3) The epitope is KAYNVTQAF. The TCR CDR3 sequence is CASSLSLAGTYEQYF. Result: 0 (the TCR does not bind to the epitope). (4) The TCR CDR3 sequence is CASSQDRMGGDNEQFF. The epitope is NEGVKAAW. Result: 0 (the TCR does not bind to the epitope). (5) The epitope is TTLPVNVAF. The TCR CDR3 sequence is CASSVESGGLSYEQYF. Result: 0 (the TCR does not bind to the epitope). (6) The epitope is YLNTLTLAV. The TCR CDR3 sequence is CASGLGPEKLFF. Result: 1 (the TCR binds to the epitope).